From a dataset of Catalyst prediction with 721,799 reactions and 888 catalyst types from USPTO. Predict which catalyst facilitates the given reaction. Reactant: [CH:1]1([CH2:7][CH2:8][CH2:9][C@@H:10]([C:19]([NH:21][C@@H:22]([CH2:28][OH:29])[C:23]([O:25][CH2:26][CH3:27])=[O:24])=O)[CH2:11][C:12]([O:14][C:15]([CH3:18])([CH3:17])[CH3:16])=[O:13])[CH2:6][CH2:5][CH2:4][CH2:3][CH2:2]1.[OH-].COC(NS([N+](CC)(CC)CC)(=O)=O)=O.CC[N+](S(N=C(OC)[O-])(=O)=O)(CC)CC. Product: [C:15]([O:14][C:12](=[O:13])[CH2:11][C@H:10]([C:19]1[O:29][CH2:28][C@@H:22]([C:23]([O:25][CH2:26][CH3:27])=[O:24])[N:21]=1)[CH2:9][CH2:8][CH2:7][CH:1]1[CH2:2][CH2:3][CH2:4][CH2:5][CH2:6]1)([CH3:16])([CH3:18])[CH3:17]. The catalyst class is: 7.